Dataset: Forward reaction prediction with 1.9M reactions from USPTO patents (1976-2016). Task: Predict the product of the given reaction. (1) The product is: [ClH:1].[ClH:1].[ClH:1].[C:5]([NH:8][C:9](=[O:37])[O:10][CH2:11][C:12]1[CH:17]=[CH:16][CH:15]=[C:14]([N:18]2[CH2:23][CH2:22][N:21]([C:24]3[CH:25]=[N:26][C:27]([N:30]4[CH2:33][CH:32]([O:34][CH3:35])[CH2:31]4)=[N:28][CH:29]=3)[CH2:20][CH2:19]2)[C:13]=1[F:36])(=[NH:6])[NH2:7]. Given the reactants [ClH:1].CCO.[C:5]([NH:8][C:9](=[O:37])[O:10][CH2:11][C:12]1[CH:17]=[CH:16][CH:15]=[C:14]([N:18]2[CH2:23][CH2:22][N:21]([C:24]3[CH:25]=[N:26][C:27]([N:30]4[CH2:33][CH:32]([O:34][CH3:35])[CH2:31]4)=[N:28][CH:29]=3)[CH2:20][CH2:19]2)[C:13]=1[F:36])(=[NH:7])[NH2:6], predict the reaction product. (2) The product is: [C:13]([O:17][C@@H:18]([C@H:19]1[CH2:7][O:6][C:5](=[O:11])[N:22]1[C:23]1[CH:28]=[C:27]([CH3:29])[N:26]=[C:25]([Cl:30])[N:24]=1)[CH3:31])([CH3:16])([CH3:14])[CH3:15]. Given the reactants ClC(Cl)(O[C:5](=[O:11])[O:6][C:7](Cl)(Cl)Cl)Cl.[C:13]([O:17][C@H:18]([CH3:31])[C@H:19]([NH:22][C:23]1[CH:28]=[C:27]([CH3:29])[N:26]=[C:25]([Cl:30])[N:24]=1)CO)([CH3:16])([CH3:15])[CH3:14].N1C(C)=CC=CC=1C, predict the reaction product. (3) Given the reactants [CH3:1][O:2][C:3]1[CH:8]=[CH:7][C:6]([CH2:9][SH:10])=[CH:5][CH:4]=1.[OH-].[Na+:12], predict the reaction product. The product is: [CH3:1][O:2][C:3]1[CH:8]=[CH:7][C:6]([CH2:9][S-:10])=[CH:5][CH:4]=1.[Na+:12]. (4) The product is: [CH2:30]([O:29][CH2:2][C:3]1[N:4]([C:20]2[CH:25]=[CH:24][C:23]([N+:26]([O-:28])=[O:27])=[CH:22][CH:21]=2)[CH:5]=[C:6]([C:8]2[C:9]([C:14]3[CH:19]=[CH:18][CH:17]=[CH:16][CH:15]=3)=[N:10][O:11][C:12]=2[CH3:13])[N:7]=1)[CH3:31]. Given the reactants Cl[CH2:2][C:3]1[N:4]([C:20]2[CH:25]=[CH:24][C:23]([N+:26]([O-:28])=[O:27])=[CH:22][CH:21]=2)[CH:5]=[C:6]([C:8]2[C:9]([C:14]3[CH:19]=[CH:18][CH:17]=[CH:16][CH:15]=3)=[N:10][O:11][C:12]=2[CH3:13])[N:7]=1.[O-:29][CH2:30][CH3:31].[Na+], predict the reaction product. (5) Given the reactants [Cl:1][C:2]1[C:7]([Cl:8])=[CH:6][CH:5]=[CH:4][C:3]=1[S:9]([NH:12][C:13]1[C:18](Cl)=[N:17][CH:16]=[CH:15][N:14]=1)(=[O:11])=[O:10].[C:20](O)(=O)C[C:22](CC(O)=O)([C:24]([OH:26])=[O:25])[OH:23], predict the reaction product. The product is: [C:24]([O:26][CH2:18][CH3:13])(=[O:25])[CH3:22].[CH3:4][CH2:5][CH2:6][CH:7]([CH3:2])[CH3:20].[Cl:1][C:2]1[C:7]([Cl:8])=[CH:6][CH:5]=[CH:4][C:3]=1[S:9]([NH:12][C:13]1[C:18]([O:23][CH3:22])=[N:17][CH:16]=[CH:15][N:14]=1)(=[O:11])=[O:10]. (6) Given the reactants C(OC([NH:8][C@H:9]([C:33](=[O:35])[NH2:34])[CH2:10][C:11]1[CH:16]=[CH:15][C:14]([O:17][C:18](=[O:24])[C:19]([CH3:23])([CH3:22])[CH2:20][CH3:21])=[C:13]([O:25][C:26](=[O:32])[C:27]([CH3:31])([CH3:30])[CH2:28][CH3:29])[CH:12]=1)=O)(C)(C)C.[ClH:36], predict the reaction product. The product is: [Cl-:36].[CH3:31][C:27]([CH3:30])([CH2:28][CH3:29])[C:26]([O:25][C:13]1[CH:12]=[C:11]([CH2:10][C@H:9]([NH3+:8])[C:33](=[O:35])[NH2:34])[CH:16]=[CH:15][C:14]=1[O:17][C:18](=[O:24])[C:19]([CH3:22])([CH3:23])[CH2:20][CH3:21])=[O:32]. (7) Given the reactants C(=O)([O-])[O-].[K+].[K+].F[C:8]1[CH:15]=[CH:14][CH:13]=[CH:12][C:9]=1[CH:10]=[O:11].[Cl:16][C:17]1[CH:26]=[CH:25][C:20]([C:21]([O:23][CH3:24])=[O:22])=[CH:19][C:18]=1[OH:27].O, predict the reaction product. The product is: [Cl:16][C:17]1[CH:26]=[CH:25][C:20]([C:21]([O:23][CH3:24])=[O:22])=[CH:19][C:18]=1[O:27][C:8]1[CH:15]=[CH:14][CH:13]=[CH:12][C:9]=1[CH:10]=[O:11].